Dataset: Forward reaction prediction with 1.9M reactions from USPTO patents (1976-2016). Task: Predict the product of the given reaction. (1) Given the reactants [F:1][CH2:2][CH2:3][O:4][CH2:5][CH2:6][O:7][C:8]1[CH:13]=[CH:12][C:11]([C:14](=[O:26])/[CH:15]=[CH:16]/[C:17]2[CH:22]=[CH:21][C:20]([N+:23]([O-])=O)=[CH:19][CH:18]=2)=[CH:10][CH:9]=1.Cl[Sn]Cl.[OH-].[Na+], predict the reaction product. The product is: [F:1][CH2:2][CH2:3][O:4][CH2:5][CH2:6][O:7][C:8]1[CH:13]=[CH:12][C:11]([C:14](=[O:26])/[CH:15]=[CH:16]/[C:17]2[CH:22]=[CH:21][C:20]([NH2:23])=[CH:19][CH:18]=2)=[CH:10][CH:9]=1. (2) The product is: [C:29]([O:28][C:25]1[CH:26]=[CH:27][C:22]([CH2:21][O:20][C:18](=[O:19])[NH:2][CH:3]2[CH2:11][C:10]3[C:5](=[CH:6][CH:7]=[CH:8][CH:9]=3)[CH2:4]2)=[CH:23][C:24]=1[O:32][CH3:33])(=[O:31])[CH3:30]. Given the reactants Cl.[NH2:2][CH:3]1[CH2:11][C:10]2[C:5](=[CH:6][CH:7]=[CH:8][CH:9]=2)[CH2:4]1.S=C1N([C:18]([O:20][CH2:21][C:22]2[CH:27]=[CH:26][C:25]([O:28][C:29](=[O:31])[CH3:30])=[C:24]([O:32][CH3:33])[CH:23]=2)=[O:19])CCS1.C(N(CC)CC)C, predict the reaction product. (3) Given the reactants [C:1]([C:3]1[CH:14]=[CH:13][C:6]2[CH:7]=[C:8]([C:10]([OH:12])=O)[S:9][C:5]=2[CH:4]=1)#[N:2].Cl.Cl.[NH2:17][C@@H:18]1[CH:23]2[CH2:24][CH2:25][N:20]([CH2:21][CH2:22]2)[CH2:19]1.CN(C(ON1N=NC2C=CC=NC1=2)=[N+](C)C)C.F[P-](F)(F)(F)(F)F.C(N(CC)C(C)C)(C)C, predict the reaction product. The product is: [N:20]12[CH2:25][CH2:24][CH:23]([CH2:22][CH2:21]1)[C@@H:18]([NH:17][C:10]([C:8]1[S:9][C:5]3[CH:4]=[C:3]([C:1]#[N:2])[CH:14]=[CH:13][C:6]=3[CH:7]=1)=[O:12])[CH2:19]2. (4) Given the reactants C[O:2][C:3](=[O:19])/[CH:4]=[CH:5]/[C:6]1[CH:15]=[C:14]2[C:9]([CH:10]=[CH:11][CH:12]=[N:13]2)=[CH:8][C:7]=1[N+:16]([O-:18])=[O:17].[OH-].[Na+].CO.Cl, predict the reaction product. The product is: [N+:16]([C:7]1[CH:8]=[C:9]2[C:14](=[CH:15][C:6]=1/[CH:5]=[CH:4]/[C:3]([OH:19])=[O:2])[N:13]=[CH:12][CH:11]=[CH:10]2)([O-:18])=[O:17]. (5) Given the reactants [I:1][C:2]1[C:10]2[C:5](=[N:6][CH:7]=[N:8][C:9]=2[NH2:11])[NH:4][N:3]=1.[N:12]1([C:18]([O-:20])=[O:19])[CH2:17][CH2:16][CH2:15][CH2:14][CH2:13]1.C(=O)([O-])[O-].[Cs+].[Cs+], predict the reaction product. The product is: [NH2:11][C:9]1[N:8]=[CH:7][N:6]=[C:5]2[N:4]([C@@H:14]3[CH2:15][CH2:16][CH2:17][N:12]([C:18]([O:20][C:10]([CH3:2])([CH3:5])[CH3:9])=[O:19])[CH2:13]3)[N:3]=[C:2]([I:1])[C:10]=12. (6) Given the reactants [C:1]([C:4]1[C:5]([CH3:19])=[N:6][N:7]([C:10]2[CH:17]=[CH:16][C:13]([C:14]#[N:15])=[C:12]([Cl:18])[CH:11]=2)[C:8]=1[CH3:9])(=[O:3])[CH3:2].[Cl:20][C:21]1[CH:26]=[CH:25][C:24]([Mg]Br)=[CH:23][CH:22]=1.C1COCC1.[Cl-].[NH4+], predict the reaction product. The product is: [Cl:18][C:12]1[CH:11]=[C:10]([N:7]2[C:8]([CH3:9])=[C:4]([C:1]([C:24]3[CH:25]=[CH:26][C:21]([Cl:20])=[CH:22][CH:23]=3)([OH:3])[CH3:2])[C:5]([CH3:19])=[N:6]2)[CH:17]=[CH:16][C:13]=1[C:14]#[N:15]. (7) Given the reactants [F:1][C:2]1[CH:3]=[C:4]([C@:13]2([NH:23][C:24](=[O:34])[C:25]3[CH:30]=[CH:29][C:28]([N+:31]([O-])=O)=[CH:27][N:26]=3)[C:18]3=[N:19][CH:20]=[CH:21][CH:22]=[C:17]3[O:16][CH2:15][CH2:14]2)[CH:5]=[CH:6][C:7]=1[O:8][C:9]([F:12])([F:11])[F:10], predict the reaction product. The product is: [NH2:31][C:28]1[CH:29]=[CH:30][C:25]([C:24]([NH:23][C@@:13]2([C:4]3[CH:5]=[CH:6][C:7]([O:8][C:9]([F:12])([F:11])[F:10])=[C:2]([F:1])[CH:3]=3)[C:18]3=[N:19][CH:20]=[CH:21][CH:22]=[C:17]3[O:16][CH2:15][CH2:14]2)=[O:34])=[N:26][CH:27]=1. (8) Given the reactants [F:1][C:2]1[CH:10]=[CH:9][C:5]([C:6]([OH:8])=O)=[CH:4][CH:3]=1.Br.Br.Br.[CH2:14]([C:16]1[C:17]([C:24]2[CH:32]=[C:31]3[C:27]([C:28]([C:33]4[NH:42][C:36]5[CH2:37][CH2:38][NH:39][CH2:40][CH2:41][C:35]=5[N:34]=4)=[N:29][NH:30]3)=[CH:26][CH:25]=2)=[CH:18][C:19]([F:23])=[C:20]([OH:22])[CH:21]=1)[CH3:15], predict the reaction product. The product is: [CH2:14]([C:16]1[CH:21]=[C:20]([OH:22])[C:19]([F:23])=[CH:18][C:17]=1[C:24]1[CH:32]=[C:31]2[C:27]([C:28]([C:33]3[NH:42][C:36]4[CH2:37][CH2:38][N:39]([C:6]([C:5]5[CH:4]=[CH:3][C:2]([F:1])=[CH:10][CH:9]=5)=[O:8])[CH2:40][CH2:41][C:35]=4[N:34]=3)=[N:29][NH:30]2)=[CH:26][CH:25]=1)[CH3:15]. (9) Given the reactants [CH:1]([C:4]1[CH:13]=[C:12]2[C:7]([C:8](=[O:20])[N:9]([NH:15][S:16]([CH3:19])(=[O:18])=[O:17])[C:10](=[O:14])[NH:11]2)=[CH:6][C:5]=1[C:21]1[N:22]([CH3:26])[N:23]=[CH:24][CH:25]=1)([CH3:3])[CH3:2].Cl[C:28]([O:30][CH2:31][C:32]1[CH:37]=[CH:36][CH:35]=[CH:34][CH:33]=1)=[O:29], predict the reaction product. The product is: [CH2:31]([O:30][C:28](=[O:29])[N:15]([N:9]1[C:8](=[O:20])[C:7]2[C:12](=[CH:13][C:4]([CH:1]([CH3:3])[CH3:2])=[C:5]([C:21]3[N:22]([CH3:26])[N:23]=[CH:24][CH:25]=3)[CH:6]=2)[NH:11][C:10]1=[O:14])[S:16]([CH3:19])(=[O:17])=[O:18])[C:32]1[CH:37]=[CH:36][CH:35]=[CH:34][CH:33]=1. (10) Given the reactants [CH:1]1([CH:7](O)[C:8]2[N:12]([CH2:13][C:14]3[CH:19]=[CH:18][C:17]([O:20][CH3:21])=[CH:16][CH:15]=3)[CH:11]=[C:10]([C:22]([O:24][CH2:25][CH3:26])=[O:23])[C:9]=2[CH3:27])[CH2:6][CH2:5][CH2:4][CH2:3][CH2:2]1.C(O)(C(F)(F)F)=O.[SiH](CC)(CC)CC, predict the reaction product. The product is: [CH:1]1([CH2:7][C:8]2[N:12]([CH2:13][C:14]3[CH:19]=[CH:18][C:17]([O:20][CH3:21])=[CH:16][CH:15]=3)[CH:11]=[C:10]([C:22]([O:24][CH2:25][CH3:26])=[O:23])[C:9]=2[CH3:27])[CH2:6][CH2:5][CH2:4][CH2:3][CH2:2]1.